From a dataset of Full USPTO retrosynthesis dataset with 1.9M reactions from patents (1976-2016). Predict the reactants needed to synthesize the given product. The reactants are: [Cl:1][C:2]1[CH:7]=[CH:6][C:5]([OH:8])=[CH:4][CH:3]=1.[CH3:9][C:10](O)([CH3:12])[CH3:11]. Given the product [C:10]([C:6]1[CH:7]=[C:2]([Cl:1])[CH:3]=[CH:4][C:5]=1[OH:8])([CH3:12])([CH3:11])[CH3:9], predict the reactants needed to synthesize it.